Dataset: Full USPTO retrosynthesis dataset with 1.9M reactions from patents (1976-2016). Task: Predict the reactants needed to synthesize the given product. Given the product [CH:41]1([C:38]2[CH:39]=[CH:40][C:35]([CH2:34][N:14]([C:15]3[CH:16]=[C:17]([P:21](=[O:28])([O:22][CH2:23][CH3:24])[O:25][CH2:26][CH3:27])[CH:18]=[CH:19][CH:20]=3)[C:12](=[O:13])[C:11]3[CH:29]=[CH:30][C:8]([O:1][C:2]4[CH:3]=[CH:4][CH:5]=[CH:6][CH:7]=4)=[CH:9][CH:10]=3)=[CH:36][CH:37]=2)[CH2:42][CH2:43][CH2:44][CH2:45][CH2:46]1, predict the reactants needed to synthesize it. The reactants are: [O:1]([C:8]1[CH:30]=[CH:29][C:11]([C:12]([NH:14][C:15]2[CH:16]=[C:17]([P:21](=[O:28])([O:25][CH2:26][CH3:27])[O:22][CH2:23][CH3:24])[CH:18]=[CH:19][CH:20]=2)=[O:13])=[CH:10][CH:9]=1)[C:2]1[CH:7]=[CH:6][CH:5]=[CH:4][CH:3]=1.[H-].[Na+].Br[CH2:34][C:35]1[CH:40]=[CH:39][C:38]([CH:41]2[CH2:46][CH2:45][CH2:44][CH2:43][CH2:42]2)=[CH:37][CH:36]=1.